This data is from Forward reaction prediction with 1.9M reactions from USPTO patents (1976-2016). The task is: Predict the product of the given reaction. (1) Given the reactants N(C(OC(C)(C)C)=O)=NC(OC(C)(C)C)=O.C1(P(C2C=CC=CC=2)C2C=CC=CC=2)C=CC=CC=1.[C:36]([N:44]1[CH2:49][CH2:48][N:47]([C:50](=[O:54])[C@H:51]([OH:53])[CH3:52])[C@H:46]([CH3:55])[CH2:45]1)(=[O:43])[C:37]1[CH:42]=[CH:41][CH:40]=[CH:39][CH:38]=1.[CH3:56][O:57][C:58]([C:60]1[CH:65]=[C:64]([O:66][CH3:67])[C:63](O)=[CH:62][N:61]=1)=[O:59], predict the reaction product. The product is: [CH3:56][O:57][C:58]([C:60]1[CH:65]=[C:64]([O:66][CH3:67])[C:63]([O:53][C@@H:51]([CH3:52])[C:50]([N:47]2[CH2:48][CH2:49][N:44]([C:36](=[O:43])[C:37]3[CH:38]=[CH:39][CH:40]=[CH:41][CH:42]=3)[CH2:45][C@H:46]2[CH3:55])=[O:54])=[CH:62][N:61]=1)=[O:59]. (2) Given the reactants [C:1]([O:5][C:6](=[O:19])[NH:7][C:8]1[CH:13]=[CH:12][C:11]([C:14]([F:17])([F:16])[F:15])=[CH:10][C:9]=1[NH2:18])([CH3:4])([CH3:3])[CH3:2].C([O:24][C:25](=O)[CH2:26][C:27]([C:29]1[CH:34]=[CH:33][CH:32]=[C:31]([C:35]2[N:36]=[N:37][C:38]([CH3:41])=[CH:39][CH:40]=2)[CH:30]=1)=[O:28])(C)(C)C, predict the reaction product. The product is: [C:1]([O:5][C:6](=[O:19])[NH:7][C:8]1[CH:13]=[CH:12][C:11]([C:14]([F:17])([F:16])[F:15])=[CH:10][C:9]=1[NH:18][C:25](=[O:24])[CH2:26][C:27]([C:29]1[CH:34]=[CH:33][CH:32]=[C:31]([C:35]2[N:36]=[N:37][C:38]([CH3:41])=[CH:39][CH:40]=2)[CH:30]=1)=[O:28])([CH3:4])([CH3:2])[CH3:3]. (3) Given the reactants IC.[N:3]1[N:7]2[CH:8]=[CH:9][C:10]([OH:12])=[CH:11][C:6]2=[CH:5][CH:4]=1.[C:13]([O-])([O-])=O.[K+].[K+], predict the reaction product. The product is: [CH3:13][O:12][C:10]1[CH:9]=[CH:8][N:7]2[N:3]=[CH:4][CH:5]=[C:6]2[CH:11]=1. (4) Given the reactants [Cl:1][C:2]1[CH:7]=[CH:6][C:5]([C:8]([C:10]2[CH:15]=[CH:14][C:13]([N+:16]([O-])=O)=[CH:12][CH:11]=2)=[O:9])=[CH:4][CH:3]=1.CN1C(C(C2C=CC([N+]([O-])=O)=CC=2)=O)=CN=C1, predict the reaction product. The product is: [NH2:16][C:13]1[CH:14]=[CH:15][C:10]([C:8]([C:5]2[CH:6]=[CH:7][C:2]([Cl:1])=[CH:3][CH:4]=2)=[O:9])=[CH:11][CH:12]=1.